Dataset: NCI-60 drug combinations with 297,098 pairs across 59 cell lines. Task: Regression. Given two drug SMILES strings and cell line genomic features, predict the synergy score measuring deviation from expected non-interaction effect. Drug 1: C1CN1P(=S)(N2CC2)N3CC3. Drug 2: COC1=NC(=NC2=C1N=CN2C3C(C(C(O3)CO)O)O)N. Cell line: UO-31. Synergy scores: CSS=3.25, Synergy_ZIP=-2.23, Synergy_Bliss=-0.921, Synergy_Loewe=-5.10, Synergy_HSA=-1.63.